This data is from Catalyst prediction with 721,799 reactions and 888 catalyst types from USPTO. The task is: Predict which catalyst facilitates the given reaction. (1) Reactant: Cl.[CH3:2][N:3]([CH3:36])[C:4]1([C:30]2[CH:35]=[CH:34][CH:33]=[CH:32][CH:31]=2)[CH2:9][CH2:8][CH:7]([NH:10][C:11]([N:13]2[CH2:18][CH2:17][CH2:16][CH:15]([C:19]3[C:27]4[C:22](=[CH:23][CH:24]=[C:25]([O:28][CH3:29])[CH:26]=4)[NH:21][CH:20]=3)[CH2:14]2)=[O:12])[CH2:6][CH2:5]1.[Cl:37][Si](C)(C)C. The catalyst class is: 573. Product: [ClH:37].[CH3:36][N:3]([CH3:2])[C:4]1([C:30]2[CH:35]=[CH:34][CH:33]=[CH:32][CH:31]=2)[CH2:9][CH2:8][CH:7]([NH:10][C:11]([N:13]2[CH2:18][CH2:17][CH2:16][CH:15]([C:19]3[C:27]4[C:22](=[CH:23][CH:24]=[C:25]([O:28][CH3:29])[CH:26]=4)[NH:21][CH:20]=3)[CH2:14]2)=[O:12])[CH2:6][CH2:5]1.[CH3:36][N:3]([CH3:2])[C:4]1([C:30]2[CH:35]=[CH:34][CH:33]=[CH:32][CH:31]=2)[CH2:9][CH2:8][CH:7]([NH:10][C:11]([N:13]2[CH2:18][CH2:17][CH2:16][CH:15]([C:19]3[C:27]4[C:22](=[CH:23][CH:24]=[C:25]([O:28][CH3:29])[CH:26]=4)[NH:21][CH:20]=3)[CH2:14]2)=[O:12])[CH2:6][CH2:5]1. (2) Reactant: [Cl:1][C:2]1[N:10]([CH2:11][CH:12]=[CH2:13])[C:9]2[C:8](=[O:14])[N:7]([CH2:15][CH2:16][CH2:17][OH:18])[C:6](=[O:19])[N:5]([CH2:20][CH2:21][CH3:22])[C:4]=2[N:3]=1.C(N(CC)CC)C.[CH3:30][S:31](O[S:31]([CH3:30])(=[O:33])=[O:32])(=[O:33])=[O:32].O. Product: [CH3:30][S:31]([O:18][CH2:17][CH2:16][CH2:15][N:7]1[C:8](=[O:14])[C:9]2[N:10]([CH2:11][CH:12]=[CH2:13])[C:2]([Cl:1])=[N:3][C:4]=2[N:5]([CH2:20][CH2:21][CH3:22])[C:6]1=[O:19])(=[O:33])=[O:32]. The catalyst class is: 2. (3) Reactant: [Br:1][C:2]1[C:3]([CH3:8])=[N:4][O:5][C:6]=1[NH2:7].[H-].[Na+].[O:11]([C:13]1[CH:14]=[C:15]([CH:30]=[C:31]([O:35][CH3:36])[C:32]=1[O:33][CH3:34])[CH2:16][C:17]1[S:21][C:20]2[CH:22]=[CH:23][CH:24]=[CH:25][C:19]=2[C:18]=1[S:26](Cl)(=[O:28])=[O:27])[CH3:12]. Product: [Br:1][C:2]1[C:3]([CH3:8])=[N:4][O:5][C:6]=1[NH:7][S:26]([C:18]1[C:19]2[CH:25]=[CH:24][CH:23]=[CH:22][C:20]=2[S:21][C:17]=1[CH2:16][C:15]1[CH:30]=[C:31]([O:35][CH3:36])[C:32]([O:33][CH3:34])=[C:13]([O:11][CH3:12])[CH:14]=1)(=[O:27])=[O:28]. The catalyst class is: 1.